Regression/Classification. Given a drug SMILES string, predict its absorption, distribution, metabolism, or excretion properties. Task type varies by dataset: regression for continuous measurements (e.g., permeability, clearance, half-life) or binary classification for categorical outcomes (e.g., BBB penetration, CYP inhibition). Dataset: cyp1a2_veith. From a dataset of CYP1A2 inhibition data for predicting drug metabolism from PubChem BioAssay. The compound is COc1ccc(CCN(C)CCc2ccc(OC)c(OC)c2)cc1OC. The result is 0 (non-inhibitor).